From a dataset of TCR-epitope binding with 47,182 pairs between 192 epitopes and 23,139 TCRs. Binary Classification. Given a T-cell receptor sequence (or CDR3 region) and an epitope sequence, predict whether binding occurs between them. (1) The TCR CDR3 sequence is CASSLLQGRQPQHF. Result: 1 (the TCR binds to the epitope). The epitope is GLCTLVAML. (2) The epitope is RIFTIGTVTLK. The TCR CDR3 sequence is CASSQYRGNGELFF. Result: 1 (the TCR binds to the epitope). (3) The epitope is KAYNVTQAF. Result: 1 (the TCR binds to the epitope). The TCR CDR3 sequence is CASSQEYQGLQPQHF. (4) The epitope is LLSAGIFGA. The TCR CDR3 sequence is CASSLSTSSYNSPLHF. Result: 1 (the TCR binds to the epitope). (5) The epitope is IQYIDIGNY. The TCR CDR3 sequence is CASSNTDRDQNTEAFF. Result: 1 (the TCR binds to the epitope). (6) The epitope is KLGGALQAK. The TCR CDR3 sequence is CASSFGTSNSDTQYF. Result: 1 (the TCR binds to the epitope). (7) The epitope is HTTDPSFLGRY. The TCR CDR3 sequence is CATGQGGSGANVLTF. Result: 1 (the TCR binds to the epitope). (8) The epitope is KLWAQCVQL. The TCR CDR3 sequence is CASSPTFTEAFF. Result: 1 (the TCR binds to the epitope). (9) The TCR CDR3 sequence is CASSHPGRQLTDTQYF. Result: 0 (the TCR does not bind to the epitope). The epitope is EHPTFTSQYRIQGKL. (10) The epitope is YLNTLTLAV. The TCR CDR3 sequence is CASSLGGLAGDYEQFF. Result: 1 (the TCR binds to the epitope).